From a dataset of Full USPTO retrosynthesis dataset with 1.9M reactions from patents (1976-2016). Predict the reactants needed to synthesize the given product. (1) Given the product [CH3:1][O:2][C:3](=[O:17])[CH2:4][C:5]1[CH:10]=[CH:9][CH:8]=[C:7]([O:11][CH2:12][CH2:13][C@@H:14]([O:16][S:31]([C:28]2[CH:29]=[CH:30][C:25]([CH3:35])=[CH:26][CH:27]=2)(=[O:33])=[O:32])[CH3:15])[CH:6]=1, predict the reactants needed to synthesize it. The reactants are: [CH3:1][O:2][C:3](=[O:17])[CH2:4][C:5]1[CH:10]=[CH:9][CH:8]=[C:7]([O:11][CH2:12][CH2:13][C@@H:14]([OH:16])[CH3:15])[CH:6]=1.C(N(CC)CC)C.[C:25]1([CH3:35])[CH:30]=[CH:29][C:28]([S:31](Cl)(=[O:33])=[O:32])=[CH:27][CH:26]=1.O. (2) Given the product [ClH:35].[O:38]1[CH2:39][CH2:40][C@H:36]([N:8]([CH2:9][C@@H:10]2[CH2:15][CH2:14][CH2:13][N:12]([C:16]3[C:25]4[C:20](=[CH:21][C:22]([CH3:26])=[CH:23][CH:24]=4)[N:19]=[C:18]([C:27]4[CH:32]=[CH:31][CH:30]=[CH:29][C:28]=4[OH:33])[N:17]=3)[CH2:11]2)[C:7](=[O:34])[OH:6])[CH2:37]1, predict the reactants needed to synthesize it. The reactants are: O1CC[C@H]([O:6][C:7](=[O:34])[NH:8][CH2:9][C@H:10]2[CH2:15][CH2:14][CH2:13][N:12]([C:16]3[C:25]4[C:20](=[CH:21][C:22]([CH3:26])=[CH:23][CH:24]=4)[N:19]=[C:18]([C:27]4[CH:32]=[CH:31][CH:30]=[CH:29][C:28]=4[OH:33])[N:17]=3)[CH2:11]2)C1.[ClH:35].[CH3:36][CH2:37][O:38][CH2:39][CH3:40]. (3) Given the product [C:1]([O:5][C:6](=[O:26])[C:7]([CH3:9])([S:10][C:11]1[S:12][CH:13]=[C:14]([CH2:16][CH2:17][NH:18][C:19]2[N:24]=[CH:23][C:22]([C:33]3[CH:32]=[CH:31][CH:30]=[C:29]([C:28]([F:40])([F:39])[F:27])[CH:34]=3)=[CH:21][N:20]=2)[N:15]=1)[CH3:8])([CH3:4])([CH3:3])[CH3:2], predict the reactants needed to synthesize it. The reactants are: [C:1]([O:5][C:6](=[O:26])[C:7]([S:10][C:11]1[S:12][CH:13]=[C:14]([CH2:16][CH2:17][NH:18][C:19]2[N:24]=[CH:23][C:22](Br)=[CH:21][N:20]=2)[N:15]=1)([CH3:9])[CH3:8])([CH3:4])([CH3:3])[CH3:2].[F:27][C:28]([F:40])([F:39])[C:29]1[CH:30]=[C:31](OB(O)O)[CH:32]=[CH:33][CH:34]=1.O. (4) Given the product [CH:1]1([C@@H:7]2[CH2:12][CH2:11][CH2:10][C:9](=[O:16])[CH2:8]2)[CH2:6][CH2:5][CH2:4][CH2:3][CH2:2]1, predict the reactants needed to synthesize it. The reactants are: [CH:1]1([CH:7]2[CH2:12][CH2:11][CH:10]=[CH:9][C:8]2=O)[CH2:6][CH2:5][CH2:4][CH2:3][CH2:2]1.CC[O:16]CC.